This data is from TCR-epitope binding with 47,182 pairs between 192 epitopes and 23,139 TCRs. The task is: Binary Classification. Given a T-cell receptor sequence (or CDR3 region) and an epitope sequence, predict whether binding occurs between them. The epitope is GTSGSPIVNR. The TCR CDR3 sequence is CASSLAGVGNEQFF. Result: 1 (the TCR binds to the epitope).